From a dataset of Reaction yield outcomes from USPTO patents with 853,638 reactions. Predict the reaction yield, written as a fraction of the theoretical maximum amount of product (1.0 means a 100% yield; for example, 0.34 means a 34% yield). (1) The reactants are [CH2:1]([C:4]1[N:9]=[C:8]2[S:10][C:11]([CH2:13][O:14][C:15]3[C:16]([F:25])=[C:17]([C:21]([F:24])=[CH:22][CH:23]=3)[C:18]([NH2:20])=[O:19])=[N:12][C:7]2=[CH:6][CH:5]=1)[CH:2]=[CH2:3]. The catalyst is CO.[Pd]. The product is [F:25][C:16]1[C:15]([O:14][CH2:13][C:11]2[S:10][C:8]3[C:7]([N:12]=2)=[CH:6][CH:5]=[C:4]([CH2:1][CH2:2][CH3:3])[N:9]=3)=[CH:23][CH:22]=[C:21]([F:24])[C:17]=1[C:18]([NH2:20])=[O:19]. The yield is 0.430. (2) The reactants are [Cl:1][C:2]1[CH:7]=[C:6]([Cl:8])[CH:5]=[CH:4][C:3]=1[CH:9](O)[C:10]1[N:14]([CH2:15][CH2:16][CH2:17][OH:18])[C:13]2[C:19]([N:24]([CH2:27][CH3:28])[CH2:25][CH3:26])=[CH:20][C:21]([F:23])=[CH:22][C:12]=2[N:11]=1.C1(P(C2C=CC=CC=2)C2C=CC=CC=2)C=CC=CC=1.N(C(OCC)=O)=NC(OCC)=O.C1(C)C=CC=CC=1. The catalyst is O1CCCC1. The product is [Cl:1][C:2]1[CH:7]=[C:6]([Cl:8])[CH:5]=[CH:4][C:3]=1[CH:9]1[C:10]2=[N:11][C:12]3[C:13](=[C:19]([N:24]([CH2:27][CH3:28])[CH2:25][CH3:26])[CH:20]=[C:21]([F:23])[CH:22]=3)[N:14]2[CH2:15][CH2:16][CH2:17][O:18]1. The yield is 0.240. (3) The reactants are [CH3:1][O:2][C:3]1[C:8]([N+:9]([O-])=O)=[C:7]([O:12][CH3:13])[N:6]=[C:5]([N:14]2[CH2:18][CH2:17][CH:16]([N:19]([CH3:21])[CH3:20])[CH2:15]2)[N:4]=1. The catalyst is C(O)C.[Pd]. The product is [CH3:21][N:19]([CH3:20])[CH:16]1[CH2:17][CH2:18][N:14]([C:5]2[N:4]=[C:3]([O:2][CH3:1])[C:8]([NH2:9])=[C:7]([O:12][CH3:13])[N:6]=2)[CH2:15]1. The yield is 0.980. (4) The reactants are [C:1]1([CH2:17][OH:18])[C:14]2[C:15]3=[C:16]4[C:11](=[CH:12][CH:13]=2)[CH:10]=[CH:9][CH:8]=[C:7]4[CH:6]=[CH:5][C:4]3=[CH:3][CH:2]=1.[Br:19][CH2:20][CH2:21][CH2:22][CH2:23][CH2:24]Br.[H-].[Na+]. The catalyst is CN(C)C=O. The product is [Br:19][CH2:20][CH2:21][CH2:22][CH2:23][CH2:24][O:18][CH2:17][C:1]1[C:14]2[C:15]3=[C:16]4[C:11](=[CH:12][CH:13]=2)[CH:10]=[CH:9][CH:8]=[C:7]4[CH:6]=[CH:5][C:4]3=[CH:3][CH:2]=1. The yield is 0.624. (5) The reactants are [F:1][C:2]1[CH:7]=[CH:6][C:5]([CH:8]([C:11]2[CH:16]=[C:15]([O:17][C:18]([F:23])([F:22])[CH:19]([F:21])[F:20])[CH:14]=[C:13]([F:24])[CH:12]=2)[N+:9]#[C-:10])=[CH:4][C:3]=1[O:25][CH:26]([CH3:28])[CH3:27].[CH2:29](Br)[C:30]1[CH:35]=[CH:34][CH:33]=[CH:32][CH:31]=1.[OH-].[K+].C[CH2:40][O:41][C:42](C)=[O:43]. The catalyst is C1(C)C=CC=CC=1.[Br-].C([N+](CCCC)(CCCC)CCCC)CCC. The product is [F:1][C:2]1[CH:7]=[CH:6][C:5]([C:8]([C:11]2[CH:16]=[C:15]([O:17][C:18]([F:22])([F:23])[CH:19]([F:21])[F:20])[CH:14]=[C:13]([F:24])[CH:12]=2)([N+:9]#[C-:10])[CH2:29][C:30]2[CH:35]=[CH:34][C:33]([C:42]([O:41][CH3:40])=[O:43])=[CH:32][CH:31]=2)=[CH:4][C:3]=1[O:25][CH:26]([CH3:28])[CH3:27]. The yield is 0.790. (6) The reactants are [C:1]12[CH:24]=[C:22]3[N:23]=[C:19]([CH:20]=[CH:21]3)[CH:18]=[C:16]3[NH:17][C:13]([CH:14]=[CH:15]3)=[CH:12][C:10]3=[N:11][C:7]([CH:8]=[CH:9]3)=[CH:6][C:4]([NH:5]1)=[CH:3][CH:2]=2.[Zn:25](OC(C)=O)OC(C)=O.O.O. The catalyst is C(Cl)(Cl)Cl.CO. The product is [C:1]12[CH:24]=[C:22]3[N:23]=[C:19]([CH:20]=[CH:21]3)[CH:18]=[C:16]3[NH:17][C:13]([CH:14]=[CH:15]3)=[CH:12][C:10]3=[N:11][C:7]([CH:8]=[CH:9]3)=[CH:6][C:4]([NH:5]1)=[CH:3][CH:2]=2.[Zn:25]. The yield is 0.730. (7) The product is [C:19]([O:23][C:24]([NH:26][N:27]([C:14]([C:8]1[N:7]=[C:6]2[N:10]([CH2:11][CH2:12][O:13][C:4]3[CH:3]=[C:2]([Br:1])[CH:18]=[CH:17][C:5]=32)[CH:9]=1)=[O:16])[CH:28]([CH3:30])[CH3:29])=[O:25])([CH3:22])([CH3:21])[CH3:20]. The catalyst is CN(C=O)C. The yield is 1.00. The reactants are [Br:1][C:2]1[CH:18]=[CH:17][C:5]2[C:6]3[N:10]([CH2:11][CH2:12][O:13][C:4]=2[CH:3]=1)[CH:9]=[C:8]([C:14]([OH:16])=O)[N:7]=3.[C:19]([O:23][C:24]([NH:26][NH:27][CH:28]([CH3:30])[CH3:29])=[O:25])([CH3:22])([CH3:21])[CH3:20].CCN(C(C)C)C(C)C.CN(C(ON1N=NC2C=CC=NC1=2)=[N+](C)C)C.F[P-](F)(F)(F)(F)F. (8) The reactants are Cl.C([O:4][C:5](=O)[CH2:6][C:7]1[C:16]2[C:11](=[CH:12][CH:13]=[CH:14][CH:15]=2)[CH:10]=[C:9]([N:17]2[C:21]([NH2:22])=[CH:20][C:19]([C:23]([CH3:26])([CH3:25])[CH3:24])=[N:18]2)[CH:8]=1)C.[NH3:28].CO. No catalyst specified. The product is [NH2:22][C:21]1[N:17]([C:9]2[CH:8]=[C:7]([CH2:6][C:5]([NH2:28])=[O:4])[C:16]3[C:11]([CH:10]=2)=[CH:12][CH:13]=[CH:14][CH:15]=3)[N:18]=[C:19]([C:23]([CH3:26])([CH3:24])[CH3:25])[CH:20]=1. The yield is 0.410.